Dataset: NCI-60 drug combinations with 297,098 pairs across 59 cell lines. Task: Regression. Given two drug SMILES strings and cell line genomic features, predict the synergy score measuring deviation from expected non-interaction effect. Drug 1: COC1=C2C(=CC3=C1OC=C3)C=CC(=O)O2. Drug 2: C1C(C(OC1N2C=NC(=NC2=O)N)CO)O. Cell line: SF-295. Synergy scores: CSS=-0.515, Synergy_ZIP=-0.194, Synergy_Bliss=-1.64, Synergy_Loewe=-3.95, Synergy_HSA=-3.62.